This data is from Reaction yield outcomes from USPTO patents with 853,638 reactions. The task is: Predict the reaction yield, written as a fraction of the theoretical maximum amount of product (1.0 means a 100% yield; for example, 0.34 means a 34% yield). (1) The reactants are [CH2:1]([N:8]1[CH2:13][C@@H:12]([CH3:14])[NH:11][CH2:10][C@@H:9]1[CH3:15])[C:2]1[CH:7]=[CH:6][CH:5]=[CH:4][CH:3]=1.[O:16]1[CH2:21][CH2:20][C:19](=O)[CH2:18][CH2:17]1.[BH3-]C#N.[Na+].[N-]=C=O. The catalyst is C1COCC1.CCO. The product is [CH2:1]([N:8]1[CH2:13][C@@H:12]([CH3:14])[N:11]([CH:19]2[CH2:20][CH2:21][O:16][CH2:17][CH2:18]2)[CH2:10][C@@H:9]1[CH3:15])[C:2]1[CH:7]=[CH:6][CH:5]=[CH:4][CH:3]=1. The yield is 0.840. (2) The reactants are [CH3:1][C@:2]12[C@@H:17]([CH3:18])[C@H:6]([N:7]([C:10]([O:12][C:13]([CH3:16])([CH3:15])[CH3:14])=[O:11])[CH2:8][CH2:9]1)[CH2:5][C:4]1[CH:19]=CC(OS(C(F)(F)F)(=O)=O)=[CH:22][C:3]2=1.ON1[C:36](=[O:37])[CH2:35][CH2:34]C1=O.C(N(CC)CC)C.C1(P(C2C=CC=CC=2)C2C3OC4C(=CC=CC=4P(C4C=CC=CC=4)C4C=CC=CC=4)C(C)(C)C=3C=CC=2)C=CC=CC=1.[C]=O.[CH3:90][O:91][C:92]1[CH:99]=[C:98]([O:100][CH3:101])[CH:97]=[CH:96][C:93]=1[CH2:94][NH2:95]. The catalyst is CS(C)(=O)=O.C(OCC)(=O)C.C([O-])(=O)C.[Pd+2].C([O-])(=O)C. The product is [CH3:90][O:91][C:92]1[CH:99]=[C:98]([O:100][CH3:101])[CH:97]=[CH:96][C:93]=1[CH2:94][NH:95][C:36]([C:35]1[CH:34]=[CH:19][C:4]2[CH2:5][C@@H:6]3[C@H:17]([CH3:18])[C@:2]([CH3:1])([C:3]=2[CH:22]=1)[CH2:9][CH2:8][N:7]3[C:10]([O:12][C:13]([CH3:14])([CH3:15])[CH3:16])=[O:11])=[O:37]. The yield is 0.680. (3) The reactants are Cl[C:2]1[C:7]([CH:8]=[O:9])=[C:6]([N:10]2[CH2:23][CH2:22][N:13]3[C:14]4[CH2:15][CH2:16][CH2:17][CH2:18][C:19]=4[C:20]([F:21])=[C:12]3[C:11]2=[O:24])[N:5]=[CH:4][CH:3]=1.[CH3:25][N:26]1[CH:31]=[C:30](B2OC(C)(C)C(C)(C)O2)[CH:29]=[C:28]([NH:41][C:42]2[CH:47]=[CH:46][C:45]([N:48]3[CH2:53][CH2:52][N:51]([CH:54]4[CH2:57][O:56][CH2:55]4)[CH2:50][CH2:49]3)=[CH:44][N:43]=2)[C:27]1=[O:58].CC(O[Na])=O.[O-]P([O-])([O-])=O.[K+].[K+].[K+]. The catalyst is CC#N.O.C1C=CC(P(C2C=CC=CC=2)[C-]2C=CC=C2)=CC=1.C1C=CC(P(C2C=CC=CC=2)[C-]2C=CC=C2)=CC=1.Cl[Pd]Cl.[Fe+2]. The product is [F:21][C:20]1[C:19]2[CH2:18][CH2:17][CH2:16][CH2:15][C:14]=2[N:13]2[CH2:22][CH2:23][N:10]([C:6]3[N:5]=[CH:4][CH:3]=[C:2]([C:30]4[CH:29]=[C:28]([NH:41][C:42]5[CH:47]=[CH:46][C:45]([N:48]6[CH2:53][CH2:52][N:51]([CH:54]7[CH2:55][O:56][CH2:57]7)[CH2:50][CH2:49]6)=[CH:44][N:43]=5)[C:27](=[O:58])[N:26]([CH3:25])[CH:31]=4)[C:7]=3[CH:8]=[O:9])[C:11](=[O:24])[C:12]=12. The yield is 0.550. (4) The product is [Cl:1][C:2]1[CH:7]=[CH:6][C:5]([C:8]2[O:9][C:10]3[CH:16]=[CH:15][C:14]([NH:17][C:18](=[S:32])[CH:19]([CH3:21])[CH3:20])=[CH:13][C:11]=3[N:12]=2)=[CH:4][CH:3]=1. The catalyst is C1(C)C=CC=CC=1.O. The yield is 0.260. The reactants are [Cl:1][C:2]1[CH:7]=[CH:6][C:5]([C:8]2[O:9][C:10]3[CH:16]=[CH:15][C:14]([NH:17][C:18](=O)[CH:19]([CH3:21])[CH3:20])=[CH:13][C:11]=3[N:12]=2)=[CH:4][CH:3]=1.COC1C=CC(P2(SP(C3C=CC(OC)=CC=3)(=S)S2)=[S:32])=CC=1. (5) The reactants are [Cl:1][C:2]1[O:12][C:5]2=[C:6]([NH2:11])[N:7]=[CH:8][C:9](I)=[C:4]2[CH:3]=1.[Si:13]([O:20][C@H:21]1[CH2:26][CH2:25][C@H:24]([N:27]2[CH:31]=[C:30](B(O)O)[CH:29]=[N:28]2)[CH2:23][CH2:22]1)([C:16]([CH3:19])([CH3:18])[CH3:17])([CH3:15])[CH3:14].C(=O)([O-])[O-].[K+].[K+]. The catalyst is O1CCOCC1.O.[Pd](Cl)Cl.C1(P(C2C=CC=CC=2)[C-]2C=CC=C2)C=CC=CC=1.[C-]1(P(C2C=CC=CC=2)C2C=CC=CC=2)C=CC=C1.[Fe+2]. The product is [Si:13]([O:20][C@H:21]1[CH2:26][CH2:25][C@H:24]([N:27]2[CH:31]=[C:30]([C:9]3[CH:8]=[N:7][C:6]([NH2:11])=[C:5]4[O:12][C:2]([Cl:1])=[CH:3][C:4]=34)[CH:29]=[N:28]2)[CH2:23][CH2:22]1)([C:16]([CH3:19])([CH3:17])[CH3:18])([CH3:15])[CH3:14]. The yield is 0.600. (6) The reactants are [Cl-].[Al+3].[Cl-].[Cl-].[C:5](Cl)(=[O:7])[CH3:6].[CH3:9][C:10]1[CH:15]=[CH:14][C:13]([OH:16])=[CH:12][CH:11]=1. The catalyst is C(Cl)Cl. The product is [CH3:9][C:10]1[CH:15]=[CH:14][C:13]([O:16][C:5](=[O:7])[CH3:6])=[CH:12][CH:11]=1. The yield is 0.760. (7) The reactants are Br[CH2:2][C:3]([N:5]([C:18]1[CH:23]=[CH:22][C:21]([CH3:24])=[C:20]([CH3:25])[CH:19]=1)[CH2:6][CH2:7][C:8]1[CH:9]=[N:10][C:11]([C:14]([F:17])([F:16])[F:15])=[CH:12][CH:13]=1)=[O:4].[CH3:26][C:27]1[NH:28][C:29]2[CH:35]=[CH:34][CH:33]=[CH:32][C:30]=2[N:31]=1.C(=O)([O-])[O-].[K+].[K+]. The catalyst is C(#N)C.CC(OC)(C)C. The product is [CH3:25][C:20]1[CH:19]=[C:18]([N:5]([CH2:6][CH2:7][C:8]2[CH:9]=[N:10][C:11]([C:14]([F:17])([F:16])[F:15])=[CH:12][CH:13]=2)[C:3](=[O:4])[CH2:2][N:28]2[C:29]3[CH:35]=[CH:34][CH:33]=[CH:32][C:30]=3[N:31]=[C:27]2[CH3:26])[CH:23]=[CH:22][C:21]=1[CH3:24]. The yield is 0.570. (8) The reactants are [CH2:1]([N:5]1[C:13]([N:14]2[CH2:19][CH2:18][NH:17][CH2:16][CH2:15]2)=[N:12][C:11]2[C:6]1=[N:7][C:8]([C:27]1[CH:28]=[N:29][C:30]([NH2:33])=[N:31][CH:32]=1)=[N:9][C:10]=2[N:20]1[CH2:25][CH2:24][O:23][CH2:22][C@@H:21]1[CH3:26])[CH:2]([CH3:4])[CH3:3].[OH:34][C@@H:35]([CH3:39])[C:36](O)=[O:37].ON1C2C=CC=CC=2N=N1.Cl.C(N=C=NCCCN(C)C)C.C(N(CC)CC)C.C(=O)([O-])O.[Na+]. The catalyst is C(Cl)(Cl)Cl.C(Cl)Cl. The product is [NH2:33][C:30]1[N:31]=[CH:32][C:27]([C:8]2[N:7]=[C:6]3[C:11]([N:12]=[C:13]([N:14]4[CH2:19][CH2:18][N:17]([C:36](=[O:37])[C@@H:35]([OH:34])[CH3:39])[CH2:16][CH2:15]4)[N:5]3[CH2:1][CH:2]([CH3:4])[CH3:3])=[C:10]([N:20]3[CH2:25][CH2:24][O:23][CH2:22][C@@H:21]3[CH3:26])[N:9]=2)=[CH:28][N:29]=1. The yield is 0.460. (9) The reactants are Br[C:2]1[CH:3]=[CH:4][C:5]([NH:13][C:14]2[C:19]([C:20]([F:23])([F:22])[F:21])=[CH:18][N:17]=[C:16]([NH:24][C:25]3[CH:39]=[CH:38][C:28]([CH2:29][P:30](=[O:37])([O:34][CH2:35][CH3:36])[O:31][CH2:32][CH3:33])=[CH:27][CH:26]=3)[N:15]=2)=[C:6]2[C:10]=1[CH2:9][N:8]([CH3:11])[C:7]2=[O:12].[C:40]([N:43]1[CH2:48][CH2:47][NH:46][CH2:45][CH2:44]1)(=[O:42])[CH3:41].C([O-])([O-])=O.[Cs+].[Cs+]. The yield is 0.200. The catalyst is O1CCOCC1.C1C=CC(/C=C/C(/C=C/C2C=CC=CC=2)=O)=CC=1.C1C=CC(/C=C/C(/C=C/C2C=CC=CC=2)=O)=CC=1.[Pd]. The product is [C:40]([N:43]1[CH2:48][CH2:47][N:46]([C:2]2[CH:3]=[CH:4][C:5]([NH:13][C:14]3[C:19]([C:20]([F:23])([F:22])[F:21])=[CH:18][N:17]=[C:16]([NH:24][C:25]4[CH:39]=[CH:38][C:28]([CH2:29][P:30](=[O:37])([O:34][CH2:35][CH3:36])[O:31][CH2:32][CH3:33])=[CH:27][CH:26]=4)[N:15]=3)=[C:6]3[C:10]=2[CH2:9][N:8]([CH3:11])[C:7]3=[O:12])[CH2:45][CH2:44]1)(=[O:42])[CH3:41].